This data is from Peptide-MHC class II binding affinity with 134,281 pairs from IEDB. The task is: Regression. Given a peptide amino acid sequence and an MHC pseudo amino acid sequence, predict their binding affinity value. This is MHC class II binding data. (1) The peptide sequence is KVNFFRMVISNPAATHQDID. The MHC is DRB1_0405 with pseudo-sequence DRB1_0405. The binding affinity (normalized) is 0.607. (2) The peptide sequence is AYAQRVYQANRAAGS. The MHC is HLA-DQA10201-DQB10202 with pseudo-sequence HLA-DQA10201-DQB10202. The binding affinity (normalized) is 0.111. (3) The MHC is DRB1_0101 with pseudo-sequence DRB1_0101. The peptide sequence is LLEAKEAENITTGCA. The binding affinity (normalized) is 0.0645. (4) The peptide sequence is VAANRIQLLALIATN. The MHC is DRB1_1501 with pseudo-sequence DRB1_1501. The binding affinity (normalized) is 0.231.